Dataset: Catalyst prediction with 721,799 reactions and 888 catalyst types from USPTO. Task: Predict which catalyst facilitates the given reaction. (1) Reactant: [Br:1][C:2]1[CH:3]=[C:4]([S:8][CH2:9][CH:10](OC)OC)[CH:5]=[CH:6][CH:7]=1. Product: [Br:1][C:2]1[C:3]2[CH:10]=[CH:9][S:8][C:4]=2[CH:5]=[CH:6][CH:7]=1.[Br:1][C:2]1[CH:7]=[CH:6][C:5]2[CH:10]=[CH:9][S:8][C:4]=2[CH:3]=1. The catalyst class is: 159. (2) Reactant: C1C(=O)N([Br:8])C(=O)C1.[Br:9][C:10]1[CH:15]=[CH:14][C:13]([CH3:16])=[C:12]([Cl:17])[CH:11]=1. Product: [Br:9][C:10]1[CH:15]=[CH:14][C:13]([CH2:16][Br:8])=[C:12]([Cl:17])[CH:11]=1. The catalyst class is: 340. (3) The catalyst class is: 3. Product: [CH3:30][N:21]([CH2:20][CH2:19][O:18][C:14]1[CH:15]=[N:16][CH:17]=[C:12]([C:8]2[CH:7]=[C:6]3[C:11](=[CH:10][CH:9]=2)[N:2]([CH3:1])[C:3](=[O:27])[CH2:4][CH2:5]3)[CH:13]=1)[S:22]([CH2:25][CH3:26])(=[O:24])=[O:23]. Reactant: [CH3:1][N:2]1[C:11]2[C:6](=[CH:7][C:8]([C:12]3[CH:13]=[C:14]([O:18][CH2:19][CH2:20][NH:21][S:22]([CH2:25][CH3:26])(=[O:24])=[O:23])[CH:15]=[N:16][CH:17]=3)=[CH:9][CH:10]=2)[CH2:5][CH2:4][C:3]1=[O:27].[H-].[Na+].[CH3:30]I.